This data is from Forward reaction prediction with 1.9M reactions from USPTO patents (1976-2016). The task is: Predict the product of the given reaction. The product is: [C:13]([O:12][CH:7]([CH2:8][CH2:9][CH2:10][CH3:11])[CH2:6][CH:5]=[CH2:4])(=[O:15])[CH3:14]. Given the reactants ClCCl.[CH2:4]=[CH:5][CH2:6][CH:7]([OH:12])[CH2:8][CH2:9][CH2:10][CH3:11].[C:13](OC(=O)C)(=[O:15])[CH3:14], predict the reaction product.